From a dataset of Experimentally validated miRNA-target interactions with 360,000+ pairs, plus equal number of negative samples. Binary Classification. Given a miRNA mature sequence and a target amino acid sequence, predict their likelihood of interaction. (1) The miRNA is hsa-miR-3679-3p with sequence CUUCCCCCCAGUAAUCUUCAUC. The protein sequence of the target gene is MRMCTPIRGLLMALAVMFGTAMAFAPIPRITWEHREVHLVQFHEPDIYNYSALLLSEDKDTLYIGAREAVFAVNALNISEKQHEVYWKVSEDKKAKCAEKGKSKQTECLNYIRVLQPLSATSLYVCGTNAFQPACDHLNLTSFKFLGKNEDGKGRCPFDPAHSYTSVMVDGELYSGTSYNFLGSEPIISRNSSHSPLRTEYAIPWLNEPSFVFADVIRKSPDSPDGEDDRVYFFFTEVSVEYEFVFRVLIPRIARVCKGDQGGLRTLQKKWTSFLKARLICSRPDSGLVFNVLRDVFVLR.... Result: 1 (interaction). (2) The miRNA is mmu-miR-668-3p with sequence UGUCACUCGGCUCGGCCCACUACC. The protein sequence of the target gene is MEQLKAFDNEVNAFLDNMFGPRDSRVRGWFLLDSYLPTFILTITYLLSIWLGNKYMKNRPALSLRGILTLYNLAITLLSAYMLVELILSSWEGGYNLQCQNLDSAGEGDVRVAKVLWWYYFSKLVEFLDTIFFVLRKKTNQITFLHVYHHASMFNIWWCVLNWIPCGQSFFGPTLNSFIHILMYSYYGLSVFPSMHKYLWWKKYLTQAQLVQFVLTITHTLSAVVKPCGFPFGCLIFQSSYMMTLVILFLNFYIQTYRKKPVKKELQEKEVKNGFPKAHLIVANGMTDKKAQ. Result: 0 (no interaction).